Task: Predict the reactants needed to synthesize the given product.. Dataset: Full USPTO retrosynthesis dataset with 1.9M reactions from patents (1976-2016) (1) The reactants are: [C:1]([O:5][C:6]([NH:8][C@@H:9]([CH:14]([CH3:16])[CH3:15])[C:10](OC)=O)=[O:7])([CH3:4])([CH3:3])[CH3:2].[H-].C([Al+]CC(C)C)C(C)C.[CH3:27][CH2:28][O:29][C:30]([CH:32](P(OCC)(OCC)=O)[F:33])=[O:31].[Li]CCCC. Given the product [C:1]([O:5][C:6]([NH:8][C@@H:9]([CH:14]([CH3:15])[CH3:16])/[CH:10]=[C:32](/[F:33])\[C:30]([O:29][CH2:28][CH3:27])=[O:31])=[O:7])([CH3:2])([CH3:3])[CH3:4], predict the reactants needed to synthesize it. (2) Given the product [CH3:43][O:42][C:40](=[O:41])[C:39]([NH:38][C:35](=[O:37])[CH3:36])=[CH:44][C:2]1[C:11]2[C:6](=[CH:7][CH:8]=[CH:9][CH:10]=2)[C:5]([NH2:12])=[CH:4][CH:3]=1, predict the reactants needed to synthesize it. The reactants are: Br[C:2]1[C:11]2[C:6](=[CH:7][CH:8]=[CH:9][CH:10]=2)[C:5]([NH2:12])=[CH:4][CH:3]=1.CC1C=CC=CC=1P(C1C=CC=CC=1C)C1C=CC=CC=1C.[C:35]([NH:38][C:39](=[CH2:44])[C:40]([O:42][CH3:43])=[O:41])(=[O:37])[CH3:36].C(N(CC)CC)C. (3) Given the product [CH3:1][O:2][C:3]1[C:8]([N+:9]([O-:11])=[O:10])=[CH:7][CH:6]=[CH:5][C:4]=1[CH2:34][CH2:35][CH2:36][C:37]([O:39][CH2:40][CH3:41])=[O:38], predict the reactants needed to synthesize it. The reactants are: [CH3:1][O:2][C:3]1[C:8]([N+:9]([O-:11])=[O:10])=[CH:7][CH:6]=[CH:5][C:4]=1Br.C(P(C(C)(C)C)C(C)(C)C)(C)(C)C.C(=O)([O-])[O-].[Cs+].[Cs+].Br[Zn][CH2:34][CH2:35][CH2:36][C:37]([O:39][CH2:40][CH3:41])=[O:38]. (4) The reactants are: [Cl:1][C:2]1[C:3]([OH:31])=[C:4]([S:9]([N:12]([CH2:21][C:22]2[CH:30]=[CH:29][C:25]([C:26]([OH:28])=O)=[CH:24][CH:23]=2)[CH2:13][C:14]2[CH:19]=[CH:18][C:17]([F:20])=[CH:16][CH:15]=2)(=[O:11])=[O:10])[CH:5]=[C:6]([Cl:8])[CH:7]=1.C(Cl)(=O)C(Cl)=O.Cl.[CH3:39][NH:40][O:41][CH3:42]. Given the product [Cl:1][C:2]1[C:3]([OH:31])=[C:4]([S:9]([N:12]([CH2:21][C:22]2[CH:30]=[CH:29][C:25]([C:26]([N:40]([O:41][CH3:42])[CH3:39])=[O:28])=[CH:24][CH:23]=2)[CH2:13][C:14]2[CH:19]=[CH:18][C:17]([F:20])=[CH:16][CH:15]=2)(=[O:10])=[O:11])[CH:5]=[C:6]([Cl:8])[CH:7]=1, predict the reactants needed to synthesize it. (5) Given the product [C:34]([CH2:33][O:17][C:10]1[CH:11]=[C:12]([C:15]#[N:16])[CH:13]=[CH:14][C:9]=1[CH2:8][NH:7][C:5](=[O:6])[C:4]1[CH:3]=[C:2]([Cl:1])[CH:20]=[C:19]([N:21]([CH2:38][C:37](=[O:27])[NH2:39])[S:22]([CH3:25])(=[O:24])=[O:23])[CH:18]=1)(=[O:35])[NH2:36], predict the reactants needed to synthesize it. The reactants are: [Cl:1][C:2]1[CH:3]=[C:4]([CH:18]=[C:19]([NH:21][S:22]([CH3:25])(=[O:24])=[O:23])[CH:20]=1)[C:5]([NH:7][CH2:8][C:9]1[CH:14]=[CH:13][C:12]([C:15]#[N:16])=[CH:11][C:10]=1[OH:17])=[O:6].C(=O)([O-])[O-:27].[Cs+].[Cs+].I[CH2:33][C:34]([NH2:36])=[O:35].[C:37](#[N:39])[CH3:38]. (6) Given the product [C:1]([O:5][C:6]([N:8]1[CH2:9][CH2:10][C:11]([O:13][CH3:28])([CH2:12][OH:16])[CH2:14][CH2:15]1)=[O:7])([CH3:2])([CH3:3])[CH3:4], predict the reactants needed to synthesize it. The reactants are: [C:1]([O:5][C:6]([N:8]1[CH2:15][CH2:14][C:11]2([O:13][CH2:12]2)[CH2:10][CH2:9]1)=[O:7])([CH3:4])([CH3:3])[CH3:2].[OH2:16].C1(C)C=CC(S(O)(=O)=O)=CC=1.[CH3:28]O.